This data is from Catalyst prediction with 721,799 reactions and 888 catalyst types from USPTO. The task is: Predict which catalyst facilitates the given reaction. (1) Reactant: C[O:2][C:3](=[O:36])[C@H:4]([CH2:16][C:17]1[CH:22]=[CH:21][C:20]([C:23]2[C:24](=[O:35])[N:25]([CH3:34])[C:26]([C:30]([F:33])([F:32])[F:31])=[CH:27][C:28]=2[CH3:29])=[CH:19][CH:18]=1)[NH:5][C:6]([C:8]1[C:13]([Cl:14])=[CH:12][CH:11]=[CH:10][C:9]=1[Cl:15])=[O:7]. Product: [Cl:15][C:9]1[CH:10]=[CH:11][CH:12]=[C:13]([Cl:14])[C:8]=1[C:6]([NH:5][C@H:4]([C:3]([OH:36])=[O:2])[CH2:16][C:17]1[CH:18]=[CH:19][C:20]([C:23]2[C:24](=[O:35])[N:25]([CH3:34])[C:26]([C:30]([F:32])([F:33])[F:31])=[CH:27][C:28]=2[CH3:29])=[CH:21][CH:22]=1)=[O:7]. The catalyst class is: 494. (2) Reactant: [CH3:1][CH2:2][CH2:3][CH2:4][C:5]1[N:9]([CH2:10][C:11]2[CH:12]=[CH:13][C:14]([C:17]3[CH:18]=[CH:19][CH:20]=[CH:21][C:22]=3[C:23]3[N:27]=[N:26][N-:25][N:24]=3)=[CH:15][CH:16]=2)[C:8]([CH2:28][OH:29])=[C:7]([Cl:30])[N:6]=1.[K+].C(O)C(O)C.P([O-])([O-])([O-])=O.[K+].[K+].[K+].[Na].S1(C2C(=CC=CC=2)C(=O)N1)(=O)=O. Product: [CH3:1][CH2:2][CH2:3][CH2:4][C:5]1[N:9]([CH2:10][C:11]2[CH:16]=[CH:15][C:14]([C:17]3[CH:18]=[CH:19][CH:20]=[CH:21][C:22]=3[C:23]3[N:27]=[N:26][NH:25][N:24]=3)=[CH:13][CH:12]=2)[C:8]([CH2:28][OH:29])=[C:7]([Cl:30])[N:6]=1. The catalyst class is: 610. (3) Reactant: [C:1]([O:5][C:6]([N:8]1[CH2:12][CH2:11][CH2:10][C@@H:9]1[C:13]([OH:15])=[O:14])=[O:7])([CH3:4])([CH3:3])[CH3:2].CCN(C(C)C)C(C)C.Br[CH2:26][C:27]([C:29]1[CH:34]=[CH:33][CH:32]=[CH:31][CH:30]=1)=[O:28].CCCCCCC. Product: [N:8]1([C:6]([O:5][C:1]([CH3:4])([CH3:2])[CH3:3])=[O:7])[CH2:12][CH2:11][CH2:10][C@@H:9]1[C:13]([O:15][CH2:26][C:27](=[O:28])[C:29]1[CH:34]=[CH:33][CH:32]=[CH:31][CH:30]=1)=[O:14]. The catalyst class is: 2. (4) Reactant: C(OC(=O)[NH:7][CH2:8][CH:9]([CH2:25][C:26]1[CH:31]=[CH:30][C:29]([O:32][CH2:33][CH2:34][O:35][C:36]2[C:41]([Cl:42])=[CH:40][C:39]([CH3:43])=[CH:38][C:37]=2[Cl:44])=[CH:28][CH:27]=1)[C:10]([N:12]([CH:22]1[CH2:24][CH2:23]1)[CH2:13][C:14]1[CH:19]=[CH:18][CH:17]=[C:16]([CH3:20])[C:15]=1[CH3:21])=[O:11])(C)(C)C.Cl. Product: [NH2:7][CH2:8][CH:9]([CH2:25][C:26]1[CH:31]=[CH:30][C:29]([O:32][CH2:33][CH2:34][O:35][C:36]2[C:37]([Cl:44])=[CH:38][C:39]([CH3:43])=[CH:40][C:41]=2[Cl:42])=[CH:28][CH:27]=1)[C:10]([N:12]([CH:22]1[CH2:23][CH2:24]1)[CH2:13][C:14]1[CH:19]=[CH:18][CH:17]=[C:16]([CH3:20])[C:15]=1[CH3:21])=[O:11]. The catalyst class is: 2. (5) Reactant: [Cl:1][C:2]1[C:7]([O:8][CH3:9])=[CH:6][C:5]([O:10][CH3:11])=[C:4]([Cl:12])[C:3]=1[N:13]([CH2:47][O:48][CH2:49][CH2:50][Si:51]([CH3:54])([CH3:53])[CH3:52])[C:14](=[O:46])[N:15]([C:17]1[N:22]=[CH:21][N:20]=[C:19]([NH:23][C:24]2[CH:29]=[CH:28][C:27]([N:30]3[CH2:35][CH2:34][N:33]([C:36]([O:38][C:39]([CH3:42])([CH3:41])[CH3:40])=[O:37])[CH2:32][CH2:31]3)=[CH:26][C:25]=2[N+:43]([O-:45])=[O:44])[CH:18]=1)[CH3:16].[C:55](O[C:55]([O:57][C:58]([CH3:61])([CH3:60])[CH3:59])=[O:56])([O:57][C:58]([CH3:61])([CH3:60])[CH3:59])=[O:56].CCOC(C)=O.O. Product: [C:58]([O:57][C:55]([N:23]([C:19]1[CH:18]=[C:17]([N:15]([CH3:16])[C:14]([N:13]([C:3]2[C:2]([Cl:1])=[C:7]([O:8][CH3:9])[CH:6]=[C:5]([O:10][CH3:11])[C:4]=2[Cl:12])[CH2:47][O:48][CH2:49][CH2:50][Si:51]([CH3:53])([CH3:52])[CH3:54])=[O:46])[N:22]=[CH:21][N:20]=1)[C:24]1[CH:29]=[CH:28][C:27]([N:30]2[CH2:35][CH2:34][N:33]([C:36]([O:38][C:39]([CH3:42])([CH3:41])[CH3:40])=[O:37])[CH2:32][CH2:31]2)=[CH:26][C:25]=1[N+:43]([O-:45])=[O:44])=[O:56])([CH3:61])([CH3:60])[CH3:59]. The catalyst class is: 251. (6) Reactant: C(O)(C(F)(F)F)=O.[Cl:8][C:9]1[CH:14]=[C:13]([S:15]([C:18]2[CH:23]=[CH:22][CH:21]=[CH:20][CH:19]=2)(=[O:17])=[O:16])[CH:12]=[CH:11][C:10]=1[NH:24][C:25](=[O:36])[C@H:26]([NH:28]C(OC(C)(C)C)=O)[CH3:27]. Product: [Cl:8][C:9]1[CH:14]=[C:13]([S:15]([C:18]2[CH:23]=[CH:22][CH:21]=[CH:20][CH:19]=2)(=[O:17])=[O:16])[CH:12]=[CH:11][C:10]=1[NH:24][C:25](=[O:36])[C@H:26]([NH2:28])[CH3:27]. The catalyst class is: 2. (7) Reactant: C[O:2][C:3](=[O:37])[C@@H:4]([NH:14][C:15]([C:17]1[S:18][C:19]([C:24](=[O:36])[NH:25][CH2:26][C:27]2[CH:35]=[CH:34][CH:33]=[C:32]3[C:28]=2[CH:29]=[N:30][NH:31]3)=[CH:20][C:21]=1[CH2:22][CH3:23])=[O:16])[CH2:5][NH:6][C:7]([C:9]1[S:10][CH:11]=[CH:12][CH:13]=1)=[O:8].O.[OH-].[Li+].Cl. Product: [CH2:22]([C:21]1[CH:20]=[C:19]([C:24](=[O:36])[NH:25][CH2:26][C:27]2[CH:35]=[CH:34][CH:33]=[C:32]3[C:28]=2[CH:29]=[N:30][NH:31]3)[S:18][C:17]=1[C:15]([NH:14][C@@H:4]([CH2:5][NH:6][C:7]([C:9]1[S:10][CH:11]=[CH:12][CH:13]=1)=[O:8])[C:3]([OH:37])=[O:2])=[O:16])[CH3:23]. The catalyst class is: 20. (8) Reactant: [C:1]([C:3]1[CH:8]=[CH:7][C:6]([C:9]2[C:10]3[N:11]([C:26]([CH2:29][CH3:30])=[CH:27][CH:28]=3)[N:12]=[C:13]([CH2:20][C:21]([O:23]CC)=[O:22])[C:14]=2[C:15]([O:17][CH2:18][CH3:19])=[O:16])=[CH:5][CH:4]=1)#[N:2].O1CCCC1.[OH-].[K+]. Product: [C:1]([C:3]1[CH:4]=[CH:5][C:6]([C:9]2[C:10]3[N:11]([C:26]([CH2:29][CH3:30])=[CH:27][CH:28]=3)[N:12]=[C:13]([CH2:20][C:21]([OH:23])=[O:22])[C:14]=2[C:15]([O:17][CH2:18][CH3:19])=[O:16])=[CH:7][CH:8]=1)#[N:2]. The catalyst class is: 8. (9) Reactant: [Br:1][C:2]1[CH:11]=[CH:10][C:9]2[O:8][C@H:7]3[CH2:12][CH2:13][CH2:14][O:15][C@H:6]3[C@:5]3([C:19](=[O:20])[N:18]([CH3:21])[C:17](=O)[NH:16]3)[C:4]=2[CH:3]=1.[Br:23][C:24]1[CH:33]=[CH:32][C:31]2[O:30][C@H:29]3[CH2:34][CH2:35][CH2:36][O:37][C@H:28]3[C@@:27]3([C:41](=[O:42])[N:40]([CH3:43])[C:39](=O)[NH:38]3)[C:26]=2[CH:25]=1.COC1C=CC(P2(SP(C3C=CC(OC)=CC=3)(=S)S2)=[S:54])=CC=1. Product: [Br:1][C:2]1[CH:11]=[CH:10][C:9]2[O:8][C@H:7]3[CH2:12][CH2:13][CH2:14][O:15][C@H:6]3[C@:5]3([C:19](=[O:20])[N:18]([CH3:21])[C:17](=[S:54])[NH:16]3)[C:4]=2[CH:3]=1.[Br:23][C:24]1[CH:33]=[CH:32][C:31]2[O:30][C@H:29]3[CH2:34][CH2:35][CH2:36][O:37][C@H:28]3[C@@:27]3([C:41](=[O:42])[N:40]([CH3:43])[C:39](=[S:54])[NH:38]3)[C:26]=2[CH:25]=1. The catalyst class is: 11.